This data is from Forward reaction prediction with 1.9M reactions from USPTO patents (1976-2016). The task is: Predict the product of the given reaction. Given the reactants [CH2:1]([N:8]1[C:12]2=[C:13]([N+:28]([O-])=O)[C:14]([NH:19][C:20]3[CH:25]=[CH:24][C:23]([I:26])=[CH:22][C:21]=3[F:27])=[C:15]([CH3:18])[C:16](=[O:17])[N:11]2[CH2:10][CH2:9]1)[C:2]1[CH:7]=[CH:6][CH:5]=[CH:4][CH:3]=1.Cl, predict the reaction product. The product is: [NH2:28][C:13]1[C:14]([NH:19][C:20]2[CH:25]=[CH:24][C:23]([I:26])=[CH:22][C:21]=2[F:27])=[C:15]([CH3:18])[C:16](=[O:17])[N:11]2[CH2:10][CH2:9][N:8]([CH2:1][C:2]3[CH:3]=[CH:4][CH:5]=[CH:6][CH:7]=3)[C:12]=12.